This data is from Forward reaction prediction with 1.9M reactions from USPTO patents (1976-2016). The task is: Predict the product of the given reaction. (1) Given the reactants [CH3:1][C:2]1[N:7]=[C:6]([C:8]([OH:10])=O)[CH:5]=[CH:4][C:3]=1[N+:11]([O-:13])=[O:12].[N:14]1([CH2:20][CH2:21][NH2:22])[CH2:19][CH2:18][O:17][CH2:16][CH2:15]1.CN(C(ON1N=NC2C=CC=CC1=2)=[N+](C)C)C.[B-](F)(F)(F)F.CC(N(C)C)=O, predict the reaction product. The product is: [CH3:1][C:2]1[N:7]=[C:6]([C:8]([NH:22][CH2:21][CH2:20][N:14]2[CH2:19][CH2:18][O:17][CH2:16][CH2:15]2)=[O:10])[CH:5]=[CH:4][C:3]=1[N+:11]([O-:13])=[O:12]. (2) The product is: [CH3:1][C:2]1[N:7]=[CH:6][C:5]([CH:8]([NH2:11])[CH3:9])=[CH:4][CH:3]=1. Given the reactants [CH3:1][C:2]1[N:7]=[CH:6][C:5]([C:8](=O)[CH3:9])=[CH:4][CH:3]=1.[NH3:11].[BH4-].[Na+], predict the reaction product. (3) Given the reactants F[P-](F)(F)(F)(F)F.N1(OC(N(C)C)=[N+](C)C)C2N=CC=CC=2N=N1.[Cl:25][C:26]1[C:27]([C:32]([OH:34])=O)=[N:28][CH:29]=[CH:30][CH:31]=1.C(N(C(C)C)CC)(C)C.[NH2:44][C:45]1[N:49]([C:50]2[CH:55]=[CH:54][C:53]([F:56])=[CH:52][CH:51]=2)[N:48]=[CH:47][C:46]=1[C:57]([NH:59][CH2:60][C:61]([CH2:67][NH:68][CH2:69][CH3:70])([OH:66])[C:62]([F:65])([F:64])[F:63])=[O:58], predict the reaction product. The product is: [NH2:44][C:45]1[N:49]([C:50]2[CH:51]=[CH:52][C:53]([F:56])=[CH:54][CH:55]=2)[N:48]=[CH:47][C:46]=1[C:57]([NH:59][CH2:60][C:61]([OH:66])([C:62]([F:65])([F:64])[F:63])[CH2:67][N:68]([CH2:69][CH3:70])[C:32]([C:27]1[C:26]([Cl:25])=[CH:31][CH:30]=[CH:29][N:28]=1)=[O:34])=[O:58]. (4) Given the reactants [Br:1][C:2]1[CH:7]=[CH:6][N:5]=[C:4]2[N:8]([CH3:13])[CH:9]=[C:10]([CH:11]=O)[C:3]=12.[OH:14][C:15]1[C:20]2[C:21](=[O:24])[CH2:22][O:23][C:19]=2[CH:18]=[CH:17][CH:16]=1.Cl.C([OH:28])C, predict the reaction product. The product is: [Br:1][C:2]1[CH:7]=[CH:6][N:5]=[C:4]2[N:8]([CH3:13])[CH:9]=[C:10]([CH:11]=[C:22]3[C:21](=[O:24])[C:20]4[C:15]([OH:14])=[CH:16][C:17]([OH:28])=[CH:18][C:19]=4[O:23]3)[C:3]=12. (5) Given the reactants [CH2:1]([O:3][C:4](=[O:18])[C:5]1[CH:10]=[C:9]([C:11]([F:14])([F:13])[F:12])[C:8]([CH:15]=[O:16])=[CH:7][C:6]=1[NH2:17])[CH3:2], predict the reaction product. The product is: [NH2:17][C:6]1[CH:7]=[C:8]([CH2:15][OH:16])[C:9]([C:11]([F:12])([F:13])[F:14])=[CH:10][C:5]=1[C:4]([O:3][CH2:1][CH3:2])=[O:18]. (6) Given the reactants FC(F)(F)C(O)=O.C([NH:12][C:13](=[O:26])[C@@H:14]1[CH2:18][C@H:17](OC2C=CC=CC=2)[CH2:16][NH:15]1)(C)(C)C.[CH:27]1[C:36]2[C:31](=[CH:32][CH:33]=[CH:34][CH:35]=2)[CH:30]=[CH:29][C:28]=1[OH:37].C1(O)C=CC=CC=1, predict the reaction product. The product is: [CH:27]1[C:36]2[C:31](=[CH:32][CH:33]=[CH:34][CH:35]=2)[CH:30]=[CH:29][C:28]=1[O:37][N:15]1[CH2:16][CH2:17][CH2:18][C@H:14]1[C:13]([NH2:12])=[O:26]. (7) The product is: [CH2:39]([C:41]1[N:42]=[CH:43][C:44]([NH:47][C:24]([N:13]2[C@@H:14]3[CH2:18][N:17]([CH2:16][CH2:15]3)[C:11]3[CH:10]=[CH:9][C:8]([C:5]4[CH:6]=[N:7][C:2]([CH3:1])=[CH:3][CH:4]=4)=[N:19][C:12]2=3)=[O:30])=[N:45][CH:46]=1)[CH3:40]. Given the reactants [CH3:1][C:2]1[N:7]=[CH:6][C:5]([C:8]2[CH:9]=[CH:10][C:11]3[N:17]4[CH2:18][C@H:14]([CH2:15][CH2:16]4)[NH:13][C:12]=3[N:19]=2)=[CH:4][CH:3]=1.ClC(Cl)(O[C:24](=[O:30])OC(Cl)(Cl)Cl)Cl.C(N(CC)CC)C.[CH2:39]([C:41]1[N:42]=[CH:43][C:44]([NH2:47])=[N:45][CH:46]=1)[CH3:40], predict the reaction product.